From a dataset of Catalyst prediction with 721,799 reactions and 888 catalyst types from USPTO. Predict which catalyst facilitates the given reaction. (1) Reactant: [CH3:1][N:2]([CH3:22])[C:3]1[N:7]=[C:6]([N:8]2[CH2:13][CH2:12][CH:11]([NH:14]C(=O)OC(C)(C)C)[CH2:10][CH2:9]2)[S:5][N:4]=1.C(O)(C(F)(F)F)=O. Product: [NH2:14][CH:11]1[CH2:12][CH2:13][N:8]([C:6]2[S:5][N:4]=[C:3]([N:2]([CH3:22])[CH3:1])[N:7]=2)[CH2:9][CH2:10]1. The catalyst class is: 2. (2) Reactant: C(OC([N:8]1[CH2:13][CH2:12][N:11]([C:14]2[C:15]3[C:35]([CH:36]4[CH2:38][CH2:37]4)=[CH:34][N:33]=[CH:32][C:16]=3[N:17]=[C:18]([C:20]3[CH:25]=[CH:24][N:23]=[C:22]([NH:26][CH:27]4[CH2:31][CH2:30][CH2:29][CH2:28]4)[CH:21]=3)[N:19]=2)[CH2:10][CH2:9]1)=O)(C)(C)C. Product: [CH:27]1([NH:26][C:22]2[CH:21]=[C:20]([C:18]3[N:19]=[C:14]([N:11]4[CH2:12][CH2:13][NH:8][CH2:9][CH2:10]4)[C:15]4[C:35]([CH:36]5[CH2:37][CH2:38]5)=[CH:34][N:33]=[CH:32][C:16]=4[N:17]=3)[CH:25]=[CH:24][N:23]=2)[CH2:31][CH2:30][CH2:29][CH2:28]1. The catalyst class is: 89. (3) Reactant: [C:1]([C:5]1[C:6](=[O:21])[N:7]([CH2:15][C:16]([O:18]CC)=[O:17])[C:8]2[C:13]([CH:14]=1)=[CH:12][CH:11]=[CH:10][CH:9]=2)([CH3:4])([CH3:3])[CH3:2].O.[OH-].[Li+].[O:25]1CCOC[CH2:26]1. Product: [C:1]([C:5]1[C:6](=[O:21])[N:7]([CH2:15][C:16]([OH:18])=[O:17])[C:8]2[C:13]([CH:14]=1)=[CH:12][CH:11]=[C:10]([O:25][CH3:26])[CH:9]=2)([CH3:2])([CH3:3])[CH3:4]. The catalyst class is: 6.